The task is: Predict which catalyst facilitates the given reaction.. This data is from Catalyst prediction with 721,799 reactions and 888 catalyst types from USPTO. (1) Reactant: [Br:1][C:2]1[CH:7]=[CH:6][C:5]([CH:8](O)[CH2:9][N:10]2[C:14]3[CH:15]=[CH:16][CH:17]=[CH:18][C:13]=3[N:12]([CH3:19])[C:11]2=[NH:20])=[CH:4][CH:3]=1.S(Cl)(Cl)=O. Product: [Br:1][C:2]1[CH:3]=[CH:4][C:5](/[CH:8]=[CH:9]/[N:10]2[C:14]3[CH:15]=[CH:16][CH:17]=[CH:18][C:13]=3[N:12]([CH3:19])[C:11]2=[NH:20])=[CH:6][CH:7]=1. The catalyst class is: 9. (2) Reactant: [CH3:1][N+:2]1([O-])CCOCC1.[Si:9]([C:13]#N)([CH3:12])([CH3:11])C.[N:15]1[C:24]2[CH2:23][CH2:22][CH2:21][C:20](=[O:25])[C:19]=2[CH:18]=[CH:17][CH:16]=1. Product: [CH3:13][Si:9]([CH3:11])([CH3:12])[O:25][C:20]1([C:1]#[N:2])[CH2:21][CH2:22][CH2:23][C:24]2[N:15]=[CH:16][CH:17]=[CH:18][C:19]1=2. The catalyst class is: 2.